From a dataset of Forward reaction prediction with 1.9M reactions from USPTO patents (1976-2016). Predict the product of the given reaction. (1) Given the reactants FC1C=C(C=CC=1[N+]([O-])=O)OCC1C=CC(C)=CN=1.[CH3:20][C:21]1[CH:44]=[C:43]([O:45][C:46]([F:49])([F:48])[F:47])[CH:42]=[CH:41][C:22]=1[CH2:23][NH:24][C:25]1[C:26]([NH2:40])=[CH:27][CH:28]=[C:29]([O:31][CH2:32][C:33]2[CH:38]=[CH:37][C:36]([CH3:39])=[CH:35][N:34]=2)[CH:30]=1.[C:50]1(=[O:60])[C@@H:58]2[C@@H:53]([CH2:54][CH2:55][CH2:56][CH2:57]2)[C:52](=O)[O:51]1, predict the reaction product. The product is: [CH3:39][C:36]1[CH:37]=[CH:38][C:33]([CH2:32][O:31][C:29]2[CH:28]=[CH:27][C:26]3[N:40]=[C:52]([C@H:53]4[CH2:54][CH2:55][CH2:56][CH2:57][C@H:58]4[C:50]([OH:60])=[O:51])[N:24]([CH2:23][C:22]4[CH:41]=[CH:42][C:43]([O:45][C:46]([F:48])([F:49])[F:47])=[CH:44][C:21]=4[CH3:20])[C:25]=3[CH:30]=2)=[N:34][CH:35]=1. (2) Given the reactants [F:1][C:2]1[CH:7]=[C:6]([C:8]([F:11])([F:10])[F:9])[CH:5]=[CH:4][C:3]=1[CH:12]1[CH2:17][C:16](=[O:18])[NH:15][C:14]([CH3:19])=[C:13]1[C:20](O)=[O:21].[NH2:23][C:24]1[CH:25]=[C:26]2[C:30](=[CH:31][CH:32]=1)[NH:29][N:28]=[C:27]2[CH2:33][CH3:34].C(Cl)CCl.CCN(CC)CC, predict the reaction product. The product is: [CH2:33]([C:27]1[C:26]2[C:30](=[CH:31][CH:32]=[C:24]([NH:23][C:20]([C:13]3[CH:12]([C:3]4[CH:4]=[CH:5][C:6]([C:8]([F:11])([F:9])[F:10])=[CH:7][C:2]=4[F:1])[CH2:17][C:16](=[O:18])[NH:15][C:14]=3[CH3:19])=[O:21])[CH:25]=2)[NH:29][N:28]=1)[CH3:34]. (3) Given the reactants [Cl:1][C:2]1[CH:7]=[CH:6][C:5](B(O)O)=[CH:4][C:3]=1[C:11]([NH:13][CH2:14][C:15]12[CH2:24][CH:19]3[CH2:20][CH:21]([CH2:23][CH:17]([CH2:18]3)[CH2:16]1)[CH2:22]2)=[O:12].Br[C:26]1[C:27]([N:33]2[CH2:38][CH2:37][CH:36]([C:39]([O:41][CH3:42])=[O:40])[CH2:35][CH2:34]2)=[N:28][CH:29]=[C:30]([F:32])[CH:31]=1, predict the reaction product. The product is: [Cl:1][C:2]1[CH:7]=[CH:6][C:5]([C:26]2[C:27]([N:33]3[CH2:38][CH2:37][CH:36]([C:39]([O:41][CH3:42])=[O:40])[CH2:35][CH2:34]3)=[N:28][CH:29]=[C:30]([F:32])[CH:31]=2)=[CH:4][C:3]=1[C:11]([NH:13][CH2:14][C:15]12[CH2:24][CH:19]3[CH2:20][CH:21]([CH2:23][CH:17]([CH2:18]3)[CH2:16]1)[CH2:22]2)=[O:12]. (4) Given the reactants Cl[C:2]1[C:11]2[C:6](=[CH:7][CH:8]=[C:9]([O:12][CH2:13][C@@H:14]3[CH2:18][CH2:17][CH2:16][N:15]3C(OC(C)(C)C)=O)[CH:10]=2)[N:5]=[CH:4][N:3]=1.[Cl:26][C:27]1[CH:28]=[C:29]([CH:31]=[CH:32][C:33]=1[O:34][CH2:35][C:36]1[CH:41]=[CH:40][CH:39]=[CH:38][N:37]=1)[NH2:30], predict the reaction product. The product is: [Cl:26][C:27]1[CH:28]=[C:29]([NH:30][C:2]2[C:11]3[C:6](=[CH:7][CH:8]=[C:9]([O:12][CH2:13][C@@H:14]4[CH2:18][CH2:17][CH2:16][NH:15]4)[CH:10]=3)[N:5]=[CH:4][N:3]=2)[CH:31]=[CH:32][C:33]=1[O:34][CH2:35][C:36]1[CH:41]=[CH:40][CH:39]=[CH:38][N:37]=1. (5) Given the reactants [Cl:1][C:2]1[NH:3][C:4]([Cl:11])=[CH:5][C:6]=1[C:7]([O:9][CH3:10])=[O:8].[H-].[Na+].[CH3:14]I, predict the reaction product. The product is: [Cl:1][C:2]1[N:3]([CH3:14])[C:4]([Cl:11])=[CH:5][C:6]=1[C:7]([O:9][CH3:10])=[O:8]. (6) Given the reactants [CH2:1]([C@H:8]1[N:13]([C:14]([C:16]2[N:17]=[CH:18][N:19]([C@@H:27]3[CH2:33][CH2:32][CH2:31][CH2:30][CH2:29][C@@H:28]3[OH:34])[C:20]=2[C:21]2[CH:26]=[CH:25][CH:24]=[CH:23][CH:22]=2)=[O:15])[CH2:12][CH2:11][N:10](C(OC(C)(C)C)=O)[CH2:9]1)[C:2]1[CH:7]=[CH:6][CH:5]=[CH:4][CH:3]=1.C(OCC)(=O)C.[ClH:48].C(OCC)C, predict the reaction product. The product is: [ClH:48].[CH2:1]([C@@H:8]1[CH2:9][NH:10][CH2:11][CH2:12][N:13]1[C:14]([C:16]1[N:17]=[CH:18][N:19]([C@H:27]2[CH2:33][CH2:32][CH2:31][CH2:30][CH2:29][C@H:28]2[OH:34])[C:20]=1[C:21]1[CH:26]=[CH:25][CH:24]=[CH:23][CH:22]=1)=[O:15])[C:2]1[CH:7]=[CH:6][CH:5]=[CH:4][CH:3]=1. (7) Given the reactants [OH-].[K+].[CH:3](=[O:13])[CH2:4][CH2:5][CH2:6][CH2:7][CH2:8][CH2:9][CH2:10][CH2:11][CH3:12], predict the reaction product. The product is: [CH2:5]([CH:4]([CH2:3][CH2:4][CH2:5][CH2:6][CH2:7][CH2:8][CH2:9][CH2:10][CH2:11][CH3:12])[CH2:3][OH:13])[CH2:6][CH2:7][CH2:8][CH2:9][CH2:10][CH2:11][CH3:12]. (8) Given the reactants [Cl:1][C:2]1[CH:3]=[C:4]([CH:25]=[CH:26][CH:27]=1)[CH2:5][C@H:6]1[CH2:11][CH2:10][CH2:9][CH2:8][N:7]1[C:12]([C:14]1[C:23]([OH:24])=[N:22][C:21]2[C:16](=[CH:17][CH:18]=[CH:19][CH:20]=2)[N:15]=1)=[O:13].C([C@H](C(N)CC1C=CC=C(Cl)C=1)C(O)=O)(OC(C)(C)C)=O, predict the reaction product. The product is: [Cl:1][C:2]1[CH:3]=[C:4]([CH:25]=[CH:26][CH:27]=1)[CH2:5][C@@H:6]1[CH2:11][CH2:10][CH2:9][CH2:8][N:7]1[C:12]([C:14]1[C:23]([OH:24])=[N:22][C:21]2[C:16](=[CH:17][CH:18]=[CH:19][CH:20]=2)[N:15]=1)=[O:13].